This data is from Full USPTO retrosynthesis dataset with 1.9M reactions from patents (1976-2016). The task is: Predict the reactants needed to synthesize the given product. Given the product [Br:1][C:2]1[CH:7]=[CH:6][C:5]2[NH:8][CH:10]=[N:9][C:4]=2[CH:3]=1, predict the reactants needed to synthesize it. The reactants are: [Br:1][C:2]1[CH:3]=[C:4]([NH2:9])[C:5]([NH2:8])=[CH:6][CH:7]=1.[CH:10](O)=O.